This data is from Forward reaction prediction with 1.9M reactions from USPTO patents (1976-2016). The task is: Predict the product of the given reaction. Given the reactants [F:1][C:2]1[CH:9]=[C:8]([F:10])[C:7]([O:11][CH3:12])=[CH:6][C:3]=1[CH:4]=[O:5].[C-:13]#[N:14].[K+].OS([O-])=O.[Na+], predict the reaction product. The product is: [F:1][C:2]1[CH:9]=[C:8]([F:10])[C:7]([O:11][CH3:12])=[CH:6][C:3]=1[CH:4]([OH:5])[C:13]#[N:14].